This data is from Peptide-MHC class II binding affinity with 134,281 pairs from IEDB. The task is: Regression. Given a peptide amino acid sequence and an MHC pseudo amino acid sequence, predict their binding affinity value. This is MHC class II binding data. (1) The peptide sequence is NVTENFNMWKNNMVEQMH. The MHC is DRB1_0401 with pseudo-sequence DRB1_0401. The binding affinity (normalized) is 0.621. (2) The peptide sequence is LHDLKIAIANIIDEI. The MHC is HLA-DQA10101-DQB10501 with pseudo-sequence HLA-DQA10101-DQB10501. The binding affinity (normalized) is 0.396. (3) The peptide sequence is HDWILADKRPTAWFLHHHHHH. The MHC is HLA-DQA10102-DQB10501 with pseudo-sequence HLA-DQA10102-DQB10501. The binding affinity (normalized) is 0.494. (4) The peptide sequence is AAFSKLPASTIDELK. The MHC is HLA-DPA10201-DPB10101 with pseudo-sequence HLA-DPA10201-DPB10101. The binding affinity (normalized) is 0.577. (5) The peptide sequence is TILQRLGVLFGSRIA. The MHC is DRB1_0701 with pseudo-sequence DRB1_0701. The binding affinity (normalized) is 0.532. (6) The peptide sequence is LEKLIKHPDMDSLMI. The MHC is DRB1_0101 with pseudo-sequence DRB1_0101. The binding affinity (normalized) is 0.793. (7) The peptide sequence is RDIFLSQHHPSSLLL. The MHC is DRB1_0405 with pseudo-sequence DRB1_0405. The binding affinity (normalized) is 0.438. (8) The peptide sequence is PETEKAEEVEKIEKT. The MHC is DRB1_1302 with pseudo-sequence DRB1_1302. The binding affinity (normalized) is 0.139. (9) The peptide sequence is LLNRNNSFKPFAEYK. The MHC is HLA-DQA10501-DQB10301 with pseudo-sequence HLA-DQA10501-DQB10301. The binding affinity (normalized) is 0.0151. (10) The peptide sequence is RTGQIFKQTYSKFDT. The MHC is DRB1_1302 with pseudo-sequence DRB1_1302. The binding affinity (normalized) is 0.613.